This data is from Peptide-MHC class I binding affinity with 185,985 pairs from IEDB/IMGT. The task is: Regression. Given a peptide amino acid sequence and an MHC pseudo amino acid sequence, predict their binding affinity value. This is MHC class I binding data. (1) The peptide sequence is IVLFQRFLR. The MHC is HLA-A03:01 with pseudo-sequence HLA-A03:01. The binding affinity (normalized) is 0.493. (2) The peptide sequence is HISCLTFGR. The MHC is Patr-A0301 with pseudo-sequence Patr-A0301. The binding affinity (normalized) is 0.309. (3) The peptide sequence is SSRGYSAIW. The MHC is HLA-A26:01 with pseudo-sequence HLA-A26:01. The binding affinity (normalized) is 0.0847. (4) The peptide sequence is GALASCMGLI. The MHC is HLA-B35:01 with pseudo-sequence HLA-B35:01. The binding affinity (normalized) is 0.0133.